This data is from Forward reaction prediction with 1.9M reactions from USPTO patents (1976-2016). The task is: Predict the product of the given reaction. (1) Given the reactants [F:1][CH2:2][C:3]([O:6][C:7](=[O:53])[O:8][CH2:9][O:10][C:11]1[N:12]([C:47]2[N:52]=[CH:51][CH:50]=[CH:49][N:48]=2)[N:13]=[C:14]([C@H:16]([NH:30][C:31]2[CH:36]=[CH:35][C:34]([C:37]([NH2:46])=[N:38]C(OCC(C)=C)=O)=[CH:33][CH:32]=2)[C:17]2[CH:22]=[C:21]([O:23][CH3:24])[CH:20]=[C:19]([O:25][CH2:26][CH2:27][OH:28])[C:18]=2[F:29])[N:15]=1)([CH3:5])[CH3:4].[C:54]([OH:57])(=[O:56])[CH3:55], predict the reaction product. The product is: [C:54]([OH:57])(=[O:56])[CH3:55].[F:1][CH2:2][C:3]([O:6][C:7](=[O:53])[O:8][CH2:9][O:10][C:11]1[N:12]([C:47]2[N:48]=[CH:49][CH:50]=[CH:51][N:52]=2)[N:13]=[C:14]([C@H:16]([NH:30][C:31]2[CH:36]=[CH:35][C:34]([C:37](=[NH:38])[NH2:46])=[CH:33][CH:32]=2)[C:17]2[CH:22]=[C:21]([O:23][CH3:24])[CH:20]=[C:19]([O:25][CH2:26][CH2:27][OH:28])[C:18]=2[F:29])[N:15]=1)([CH3:5])[CH3:4]. (2) Given the reactants [N:1]1[CH:6]=[CH:5][C:4]([C:7]2[N:8]=[N:9][C:10]([C:13]([O:15]CC)=[O:14])=[CH:11][N:12]=2)=[CH:3][CH:2]=1.[OH-].[Na+], predict the reaction product. The product is: [N:1]1[CH:6]=[CH:5][C:4]([C:7]2[N:8]=[N:9][C:10]([C:13]([OH:15])=[O:14])=[CH:11][N:12]=2)=[CH:3][CH:2]=1. (3) Given the reactants [C:1]1([C:7]#[CH:8])[CH:6]=[CH:5][CH:4]=[CH:3][CH:2]=1.Br[C:10]1[CH:15]=[CH:14][CH:13]=[CH:12][CH:11]=1.[I-].[Na+], predict the reaction product. The product is: [C:8]([C:10]1[CH:15]=[CH:14][CH:13]=[CH:12][CH:11]=1)#[C:7][C:1]1[CH:6]=[CH:5][CH:4]=[CH:3][CH:2]=1. (4) Given the reactants [C:1]([N:20]1[CH2:22][CH:21]1[CH2:23][OH:24])([C:14]1[CH:19]=[CH:18][CH:17]=[CH:16][CH:15]=1)([C:8]1[CH:13]=[CH:12][CH:11]=[CH:10][CH:9]=1)[C:2]1[CH:7]=[CH:6][CH:5]=[CH:4][CH:3]=1.[H-].[Na+].[CH2:27](Br)[C:28]1[CH:33]=[CH:32][CH:31]=[CH:30][CH:29]=1, predict the reaction product. The product is: [CH2:27]([O:24][CH2:23][CH:21]1[CH2:22][N:20]1[C:1]([C:8]1[CH:13]=[CH:12][CH:11]=[CH:10][CH:9]=1)([C:14]1[CH:15]=[CH:16][CH:17]=[CH:18][CH:19]=1)[C:2]1[CH:3]=[CH:4][CH:5]=[CH:6][CH:7]=1)[C:28]1[CH:33]=[CH:32][CH:31]=[CH:30][CH:29]=1. (5) Given the reactants [NH2:1][C:2]1[N:7]=[CH:6][N:5]=[C:4]([NH:8][C@H:9]([C:11]2[N:16]([C:17]3[CH:22]=[CH:21][CH:20]=[CH:19][CH:18]=3)[C:15](=[O:23])[C:14]3=[C:24]([CH3:27])[CH:25]=[CH:26][N:13]3[N:12]=2)[CH3:10])[C:3]=1[C:28]1[CH:33]=[C:32]([O:34][CH3:35])[CH:31]=[C:30]([NH2:36])[CH:29]=1.[N-:37]=[C:38]=[O:39].[K+], predict the reaction product. The product is: [NH2:1][C:2]1[C:3]([C:28]2[CH:29]=[C:30]([NH:36][C:38]([NH2:37])=[O:39])[CH:31]=[C:32]([O:34][CH3:35])[CH:33]=2)=[C:4]([NH:8][C@H:9]([C:11]2[N:16]([C:17]3[CH:22]=[CH:21][CH:20]=[CH:19][CH:18]=3)[C:15](=[O:23])[C:14]3=[C:24]([CH3:27])[CH:25]=[CH:26][N:13]3[N:12]=2)[CH3:10])[N:5]=[CH:6][N:7]=1. (6) Given the reactants [CH2:1]1[C:5]2([CH2:9][CH2:8][CH2:7][CH2:6]2)[CH:4]([OH:10])[CH2:3][NH:2]1.C([O-])([O-])=O.[Na+].[Na+].[CH3:17][C:18]([O:21][C:22](O[C:22]([O:21][C:18]([CH3:20])([CH3:19])[CH3:17])=[O:23])=[O:23])([CH3:20])[CH3:19], predict the reaction product. The product is: [OH:10][CH:4]1[C:5]2([CH2:9][CH2:8][CH2:7][CH2:6]2)[CH2:1][N:2]([C:22]([O:21][C:18]([CH3:20])([CH3:19])[CH3:17])=[O:23])[CH2:3]1. (7) The product is: [NH2:15][C:12]1[CH:13]=[CH:14][C:9]([S:6]([NH:5][CH:1]2[CH2:4][CH2:3][CH2:2]2)(=[O:8])=[O:7])=[CH:10][CH:11]=1. Given the reactants [CH:1]1([NH:5][S:6]([C:9]2[CH:14]=[CH:13][C:12]([N+:15]([O-])=O)=[CH:11][CH:10]=2)(=[O:8])=[O:7])[CH2:4][CH2:3][CH2:2]1.[Cl-].[NH4+], predict the reaction product.